This data is from Full USPTO retrosynthesis dataset with 1.9M reactions from patents (1976-2016). The task is: Predict the reactants needed to synthesize the given product. (1) Given the product [CH3:1][O:2][C:3](=[O:30])[C:4]1[CH:16]=[C:15]([C:33](=[O:34])[C:32]([CH3:36])=[CH2:31])[CH:14]=[C:6]([C:7]([N:9]([CH3:13])[CH2:10][CH2:11][CH3:12])=[O:8])[CH:5]=1, predict the reactants needed to synthesize it. The reactants are: [CH3:1][O:2][C:3](=[O:30])[C:4]1[CH:16]=[C:15]([Sn](CCCC)(CCCC)CCCC)[CH:14]=[C:6]([C:7]([N:9]([CH3:13])[CH2:10][CH2:11][CH3:12])=[O:8])[CH:5]=1.[CH3:31][C:32](=[CH2:36])[C:33](Cl)=[O:34].C1(P(C2CCCCC2)C2CCCCC2)CCCCC1. (2) Given the product [CH2:24]([N:1]([CH2:42][CH2:38][CH3:39])[C:2]1[CH:6]2[N:7]([CH3:23])[C:8](=[O:22])[C:9]([C:11]3[CH:12]=[C:13]([CH:18]=[CH:19][C:20]=3[CH3:21])[C:14]([NH:16][CH3:17])=[O:15])=[CH:10][CH:5]2[NH:4][N:3]=1)[CH2:25][CH3:26], predict the reactants needed to synthesize it. The reactants are: [NH2:1][C:2]1[CH:6]2[N:7]([CH3:23])[C:8](=[O:22])[C:9]([C:11]3[CH:12]=[C:13]([CH:18]=[CH:19][C:20]=3[CH3:21])[C:14]([NH:16][CH3:17])=[O:15])=[CH:10][CH:5]2[NH:4][N:3]=1.[CH:24](=O)[CH2:25][CH3:26].C(O[BH-](O[C:38](=O)[CH3:39])OC(=O)C)(=O)C.[Na+].[C:42](O)(=O)C.